From a dataset of Full USPTO retrosynthesis dataset with 1.9M reactions from patents (1976-2016). Predict the reactants needed to synthesize the given product. (1) Given the product [ClH:1].[N:18]1[CH:23]=[CH:22][C:21]([N:24]2[CH2:25][CH2:26][CH:27]([C:28]([NH:16][C:11]3[CH:12]=[CH:13][CH:14]=[CH:15][C:10]=3[C:9]([NH:8][C:5]3[CH:4]=[CH:3][C:2]([Cl:1])=[CH:7][CH:6]=3)=[O:17])=[O:29])[CH2:31][CH2:32]2)=[CH:20][CH:19]=1, predict the reactants needed to synthesize it. The reactants are: [Cl:1][C:2]1[CH:7]=[CH:6][C:5]([NH:8][C:9](=[O:17])[C:10]2[CH:15]=[CH:14][CH:13]=[CH:12][C:11]=2[NH2:16])=[CH:4][CH:3]=1.[N:18]1[CH:23]=[CH:22][C:21]([N:24]2[CH2:32][CH2:31][CH:27]([C:28](Cl)=[O:29])[CH2:26][CH2:25]2)=[CH:20][CH:19]=1. (2) Given the product [CH2:18]([C:20]1[CH:21]=[C:22]([B:28]2[O:30][C:6]([CH3:8])([CH3:7])[C:2]([CH3:17])([CH3:1])[O:29]2)[CH:23]=[CH:24][C:25]=1[CH:26]=[O:27])[CH3:19], predict the reactants needed to synthesize it. The reactants are: [CH3:1][C:2]1([CH3:17])[C:6]([CH3:8])([CH3:7])OB(C2C=C(C=CC=2)C=O)O1.[CH2:18]([C:20]1[CH:21]=[C:22]([B:28]([OH:30])[OH:29])[CH:23]=[CH:24][C:25]=1[CH:26]=[O:27])[CH3:19]. (3) Given the product [OH:39][CH2:38][CH2:40][NH:41][C:4]([C:6]1[C:7]2[S:15][CH:14]=[C:13]([CH2:16][O:17][C:18]3[CH:23]=[CH:22][CH:21]=[C:20]([C:24]4[N:25]=[N:26][N:27]([CH2:29][C:30]5[CH:35]=[CH:34][C:33]([O:36][CH3:37])=[CH:32][CH:31]=5)[N:28]=4)[CH:19]=3)[C:8]=2[C:9]([NH2:12])=[N:10][CH:11]=1)=[O:5], predict the reactants needed to synthesize it. The reactants are: C(O[C:4]([C:6]1[C:7]2[S:15][CH:14]=[C:13]([CH2:16][O:17][C:18]3[CH:23]=[CH:22][CH:21]=[C:20]([C:24]4[N:25]=[N:26][N:27]([CH2:29][C:30]5[CH:35]=[CH:34][C:33]([O:36][CH3:37])=[CH:32][CH:31]=5)[N:28]=4)[CH:19]=3)[C:8]=2[C:9]([NH2:12])=[N:10][CH:11]=1)=[O:5])C.[CH2:38]([CH2:40][NH2:41])[OH:39]. (4) Given the product [CH3:36][N:35]([CH3:37])[C:31]1[CH:30]=[C:29]([C:25]2[C:24]3[N:23]([N:22]=[C:21]([NH:20][C:17]4[CH:18]=[CH:19][C:14]([CH:11]5[CH2:12][CH2:13][NH:8][CH2:9][CH2:10]5)=[CH:15][CH:16]=4)[N:38]=3)[CH:28]=[CH:27][CH:26]=2)[CH:34]=[CH:33][CH:32]=1, predict the reactants needed to synthesize it. The reactants are: C(OC([N:8]1[CH2:13][CH2:12][CH:11]([C:14]2[CH:19]=[CH:18][C:17]([NH:20][C:21]3[N:38]=[C:24]4[C:25]([C:29]5[CH:34]=[CH:33][CH:32]=[C:31]([N:35]([CH3:37])[CH3:36])[CH:30]=5)=[CH:26][CH:27]=[CH:28][N:23]4[N:22]=3)=[CH:16][CH:15]=2)[CH2:10][CH2:9]1)=O)(C)(C)C.FC(F)(F)C(O)=O. (5) Given the product [NH:5]1[C:6]2[CH:7]=[CH:8][CH:11]=[N:1][C:2]=2[N:3]=[CH:4]1, predict the reactants needed to synthesize it. The reactants are: [NH2:1][C:2]1[C:7]([C:8]#N)=[C:6](Cl)[N:5]=[CH:4][N:3]=1.[CH3:11]CN(C(C)C)C(C)C. (6) Given the product [O:20]([C:2]1[CH:9]=[C:8]([C:10]([F:13])([F:12])[F:11])[CH:7]=[CH:6][C:3]=1[CH:4]=[O:5])[C:14]1[CH:19]=[CH:18][CH:17]=[CH:16][CH:15]=1, predict the reactants needed to synthesize it. The reactants are: F[C:2]1[CH:9]=[C:8]([C:10]([F:13])([F:12])[F:11])[CH:7]=[CH:6][C:3]=1[CH:4]=[O:5].[C:14]1([OH:20])[CH:19]=[CH:18][CH:17]=[CH:16][CH:15]=1.C([O-])([O-])=O.[Cs+].[Cs+].O.